Dataset: Full USPTO retrosynthesis dataset with 1.9M reactions from patents (1976-2016). Task: Predict the reactants needed to synthesize the given product. (1) Given the product [CH2:1]([C:4]1[CH:13]=[CH:12][CH:11]=[C:10]([NH2:14])[C:5]=1[C:6]([OH:8])=[O:7])[CH:2]=[CH2:3], predict the reactants needed to synthesize it. The reactants are: [CH2:1]([C:4]1[CH:13]=[CH:12][CH:11]=[C:10]([NH2:14])[C:5]=1[C:6]([O:8]C)=[O:7])[CH:2]=[CH2:3].[OH-].[K+]. (2) The reactants are: [F:1][C:2]([F:18])([F:17])[C:3]1[CH:8]=[C:7]([C:9]2[CH:14]=[CH:13][C:12]([CH2:15][NH2:16])=[CH:11][CH:10]=2)[CH:6]=[CH:5][N:4]=1.[N:19]1[CH:24]=[CH:23][N:22]=[CH:21][C:20]=1[C:25]1[CH:33]=[CH:32][C:28]([C:29](O)=[O:30])=[CH:27][CH:26]=1.CN(C(ON1N=NC2C=CC=NC1=2)=[N+](C)C)C.F[P-](F)(F)(F)(F)F.C(N(CC)C(C)C)(C)C. Given the product [N:19]1[CH:24]=[CH:23][N:22]=[CH:21][C:20]=1[C:25]1[CH:26]=[CH:27][C:28]([C:29]([NH:16][CH2:15][C:12]2[CH:11]=[CH:10][C:9]([C:7]3[CH:6]=[CH:5][N:4]=[C:3]([C:2]([F:1])([F:17])[F:18])[CH:8]=3)=[CH:14][CH:13]=2)=[O:30])=[CH:32][CH:33]=1, predict the reactants needed to synthesize it. (3) Given the product [Cl:25][C:20]1[C:19]([CH2:18][O:17][C:14]2[CH:15]=[CH:16][C:11]([C:8]3[CH:7]=[C:6]([C:4]([NH2:26])=[O:3])[O:10][N:9]=3)=[CH:12][CH:13]=2)=[CH:24][CH:23]=[CH:22][N:21]=1, predict the reactants needed to synthesize it. The reactants are: C([O:3][C:4]([C:6]1[O:10][N:9]=[C:8]([C:11]2[CH:16]=[CH:15][C:14]([O:17][CH2:18][C:19]3[C:20]([Cl:25])=[N:21][CH:22]=[CH:23][CH:24]=3)=[CH:13][CH:12]=2)[CH:7]=1)=O)C.[NH3:26]. (4) Given the product [C:1]([O:5][C:6](=[O:20])[NH:7][C:8]1[CH:13]=[C:12]([Cl:14])[C:11]([C:15]([F:17])([F:18])[F:16])=[CH:10][C:9]=1[NH:19][C:26](=[O:25])[CH2:27][C:28]([C:30]1[CH:35]=[CH:34][CH:33]=[C:32]([C:36]2[CH:41]=[CH:40][N:39]=[C:38]([CH2:42][CH3:43])[CH:37]=2)[CH:31]=1)=[O:29])([CH3:4])([CH3:2])[CH3:3], predict the reactants needed to synthesize it. The reactants are: [C:1]([O:5][C:6](=[O:20])[NH:7][C:8]1[CH:13]=[C:12]([Cl:14])[C:11]([C:15]([F:18])([F:17])[F:16])=[CH:10][C:9]=1[NH2:19])([CH3:4])([CH3:3])[CH3:2].C([O:25][C:26](=O)[CH2:27][C:28]([C:30]1[CH:35]=[CH:34][CH:33]=[C:32]([C:36]2[CH:41]=[CH:40][N:39]=[C:38]([CH2:42][CH3:43])[CH:37]=2)[CH:31]=1)=[O:29])(C)(C)C. (5) Given the product [C:1]([O:5][C:6](=[O:48])[N:7]([CH2:8][CH2:9][C:10]1[CH:15]=[CH:14][CH:13]=[C:12]([NH2:16])[CH:11]=1)[CH2:19][C@@H:20]([C:29]1[CH:38]=[CH:37][C:36]([O:39][CH2:40][C:41]2[CH:42]=[CH:43][CH:44]=[CH:45][CH:46]=2)=[C:35]2[C:30]=1[CH:31]=[CH:32][C:33](=[O:47])[NH:34]2)[O:21][Si:22]([C:25]([CH3:28])([CH3:27])[CH3:26])([CH3:23])[CH3:24])([CH3:2])([CH3:3])[CH3:4], predict the reactants needed to synthesize it. The reactants are: [C:1]([O:5][C:6](=[O:48])[N:7]([CH2:19][C@@H:20]([C:29]1[CH:38]=[CH:37][C:36]([O:39][CH2:40][C:41]2[CH:46]=[CH:45][CH:44]=[CH:43][CH:42]=2)=[C:35]2[C:30]=1[CH:31]=[CH:32][C:33](=[O:47])[NH:34]2)[O:21][Si:22]([C:25]([CH3:28])([CH3:27])[CH3:26])([CH3:24])[CH3:23])[CH2:8][CH2:9][C:10]1[CH:15]=[CH:14][CH:13]=[C:12]([N+:16]([O-])=O)[CH:11]=1)([CH3:4])([CH3:3])[CH3:2]. (6) Given the product [C:2]([C:6]1[CH:11]=[CH:10][C:9]([NH:12][C:13]2[C:22]3[C:17](=[CH:18][C:19]([C:23]([F:26])([F:25])[F:24])=[CH:20][CH:21]=3)[N:16]=[C:15]([CH2:27][N:32]3[CH2:31][C@H:30]([CH3:29])[O:35][C@H:34]([CH3:36])[CH2:33]3)[N:14]=2)=[CH:8][CH:7]=1)([CH3:5])([CH3:4])[CH3:3], predict the reactants needed to synthesize it. The reactants are: Cl.[C:2]([C:6]1[CH:11]=[CH:10][C:9]([NH:12][C:13]2[C:22]3[C:17](=[CH:18][C:19]([C:23]([F:26])([F:25])[F:24])=[CH:20][CH:21]=3)[N:16]=[C:15]([CH2:27]Cl)[N:14]=2)=[CH:8][CH:7]=1)([CH3:5])([CH3:4])[CH3:3].[CH3:29][C@H:30]1[O:35][C@@H:34]([CH3:36])[CH2:33][NH:32][CH2:31]1.